From a dataset of Full USPTO retrosynthesis dataset with 1.9M reactions from patents (1976-2016). Predict the reactants needed to synthesize the given product. (1) Given the product [O:19]=[C:15]1[CH2:14][O:13][C:12]2[CH:11]=[CH:10][C:9]([CH:1]=[O:27])=[N:18][C:17]=2[NH:16]1, predict the reactants needed to synthesize it. The reactants are: [CH:1](/[C:9]1[CH:10]=[CH:11][C:12]2[O:13][CH2:14][C:15](=[O:19])[NH:16][C:17]=2[N:18]=1)=C\C1C=CC=CC=1.CSC.C(Cl)Cl.C[OH:27]. (2) Given the product [C:69]([CH2:68][CH2:67][CH2:66][N:9]([CH3:8])[C@H:10]([C:14]([NH:16][C@H:17]([C:21]([N:23]([C@@H:25]([C@@H:61]([CH3:64])[CH2:62][CH3:63])[C@H:26]([O:59][CH3:60])[CH2:27][C:28]([N:30]1[CH2:34][CH2:33][CH2:32][C@H:31]1[C@H:35]([O:57][CH3:58])[C@@H:36]([CH3:56])[C:37]([NH:39][C@@H:40]([CH2:49][C:50]1[CH:51]=[CH:52][CH:53]=[CH:54][CH:55]=1)[C:41]([N:43]1[CH2:48][CH2:47][CH2:46][CH2:45][O:44]1)=[O:42])=[O:38])=[O:29])[CH3:24])=[O:22])[CH:18]([CH3:19])[CH3:20])=[O:15])[CH:11]([CH3:12])[CH3:13])([OH:71])=[O:70], predict the reactants needed to synthesize it. The reactants are: FC(F)(F)C(O)=O.[CH3:8][NH:9][C@H:10]([C:14]([NH:16][C@H:17]([C:21]([N:23]([C@@H:25]([C@@H:61]([CH3:64])[CH2:62][CH3:63])[C@H:26]([O:59][CH3:60])[CH2:27][C:28]([N:30]1[CH2:34][CH2:33][CH2:32][C@H:31]1[C@H:35]([O:57][CH3:58])[C@@H:36]([CH3:56])[C:37]([NH:39][C@@H:40]([CH2:49][C:50]1[CH:55]=[CH:54][CH:53]=[CH:52][CH:51]=1)[C:41]([N:43]1[CH2:48][CH2:47][CH2:46][CH2:45][O:44]1)=[O:42])=[O:38])=[O:29])[CH3:24])=[O:22])[CH:18]([CH3:20])[CH3:19])=[O:15])[CH:11]([CH3:13])[CH3:12].O=[CH:66][CH2:67][CH2:68][C:69]([OH:71])=[O:70]. (3) Given the product [NH:2]1[CH:1]=[CH:6][N:5]=[C:3]1[S:4][CH2:17][C:18]([O:20][CH3:21])=[O:19], predict the reactants needed to synthesize it. The reactants are: [CH:1]1[CH:6]=[N:5][C:3](=[S:4])[N:2]=1.C(N(CC)C(C)C)(C)C.Br[CH2:17][C:18]([O:20][CH3:21])=[O:19]. (4) Given the product [Cl:1][C:2]1[CH:10]=[CH:9][C:8]2[N:7]([CH2:34][C:35]([N:37]([CH:39]3[CH2:44][CH2:43][CH2:42][CH2:41][CH2:40]3)[CH3:38])=[O:36])[C:6]3[CH2:11][CH2:12][N:13]([CH3:16])[CH2:14][CH2:15][C:5]=3[C:4]=2[CH:3]=1, predict the reactants needed to synthesize it. The reactants are: [Cl:1][C:2]1[CH:10]=[CH:9][C:8]2[NH:7][C:6]3[CH2:11][CH2:12][N:13]([CH3:16])[CH2:14][CH2:15][C:5]=3[C:4]=2[CH:3]=1.N1CCC[C@H]1C(O)=O.[O-]P([O-])([O-])=O.[K+].[K+].[K+].Cl[CH2:34][C:35]([N:37]([CH:39]1[CH2:44][CH2:43][CH2:42][CH2:41][CH2:40]1)[CH3:38])=[O:36]. (5) The reactants are: [C:1]1([C:11]#[N:12])[C:10]2[C:5](=[CH:6][CH:7]=[CH:8][CH:9]=2)[CH:4]=[CH:3][N:2]=1.[NH2:13][NH2:14]. Given the product [NH2:13][NH:14][C:11]([C:1]1[C:10]2[C:5](=[CH:6][CH:7]=[CH:8][CH:9]=2)[CH:4]=[CH:3][N:2]=1)=[NH:12], predict the reactants needed to synthesize it. (6) The reactants are: [NH2:1][C:2]1[CH:3]=[C:4]([C:8]2[N:13]3[N:14]=[CH:15][C:16]([C:17]([C:19]4[S:20][CH:21]=[CH:22][CH:23]=4)=[O:18])=[C:12]3[N:11]=[CH:10][CH:9]=2)[CH:5]=[CH:6][CH:7]=1.[Cl:24][C:25]1[CH:33]=[C:32]([Cl:34])[CH:31]=[CH:30][C:26]=1[C:27](Cl)=[O:28]. Given the product [Cl:24][C:25]1[CH:33]=[C:32]([Cl:34])[CH:31]=[CH:30][C:26]=1[C:27]([NH:1][C:2]1[CH:7]=[CH:6][CH:5]=[C:4]([C:8]2[N:13]3[N:14]=[CH:15][C:16]([C:17]([C:19]4[S:20][CH:21]=[CH:22][CH:23]=4)=[O:18])=[C:12]3[N:11]=[CH:10][CH:9]=2)[CH:3]=1)=[O:28], predict the reactants needed to synthesize it. (7) Given the product [NH2:1][C:2]1[N:7]=[C:6]([C:8]2[CH:13]=[CH:12][CH:11]=[CH:10][CH:9]=2)[C:5]([C:14]2[CH:19]=[CH:18][C:17](=[O:20])[N:16]([CH:21]([CH3:23])[CH3:22])[CH:15]=2)=[N:4][C:3]=1[CH2:24][OH:25], predict the reactants needed to synthesize it. The reactants are: [NH2:1][C:2]1[C:3]([C:24](O)=[O:25])=[N:4][C:5]([C:14]2[CH:19]=[CH:18][C:17](=[O:20])[N:16]([CH:21]([CH3:23])[CH3:22])[CH:15]=2)=[C:6]([C:8]2[CH:13]=[CH:12][CH:11]=[CH:10][CH:9]=2)[N:7]=1.CCN(CC)CC.ClC(OCC(C)C)=O.[BH4-].[Na+].